Dataset: Catalyst prediction with 721,799 reactions and 888 catalyst types from USPTO. Task: Predict which catalyst facilitates the given reaction. Reactant: [Si:1]([O:18][CH:19]1[CH2:22][N:21]([C:23]([C:25]2[N:26]=[C:27]([N:30]3[CH2:33][CH:32](OS(C)(=O)=O)[CH2:31]3)[O:28][CH:29]=2)=[O:24])[CH2:20]1)([C:14]([CH3:17])([CH3:16])[CH3:15])([C:8]1[CH:13]=[CH:12][CH:11]=[CH:10][CH:9]=1)[C:2]1[CH:7]=[CH:6][CH:5]=[CH:4][CH:3]=1.[C:39]([O-:42])(=[S:41])[CH3:40].[K+]. Product: [C:39]([S:41][CH:32]1[CH2:33][N:30]([C:27]2[O:28][CH:29]=[C:25]([C:23]([N:21]3[CH2:20][CH:19]([O:18][Si:1]([C:14]([CH3:17])([CH3:16])[CH3:15])([C:2]4[CH:3]=[CH:4][CH:5]=[CH:6][CH:7]=4)[C:8]4[CH:13]=[CH:12][CH:11]=[CH:10][CH:9]=4)[CH2:22]3)=[O:24])[N:26]=2)[CH2:31]1)(=[O:42])[CH3:40]. The catalyst class is: 9.